This data is from hERG Central: cardiac toxicity at 1µM, 10µM, and general inhibition. The task is: Predict hERG channel inhibition at various concentrations. (1) The compound is COc1ccc(CCn2c(=N)c(C(=O)NC3CCCC3)cc3c(=O)n4ccccc4nc32)cc1. Results: hERG_inhib (hERG inhibition (general)): blocker. (2) The molecule is OC(COC(c1ccc(Cl)cc1)c1ccc(Cl)cc1)CN1CCCC1. Results: hERG_inhib (hERG inhibition (general)): blocker. (3) Results: hERG_inhib (hERG inhibition (general)): blocker. The molecule is CCn1cc(C(=O)NCCCN2CC(C)CC(C)C2)c(=O)c2cc(S(=O)(=O)N(C)C)ccc21. (4) Results: hERG_inhib (hERG inhibition (general)): blocker. The molecule is COc1ccccc1OCCCCN1CCN(C(c2ccccc2)c2ccccc2)CC1.O=C(O)C(=O)O.